This data is from Reaction yield outcomes from USPTO patents with 853,638 reactions. The task is: Predict the reaction yield, written as a fraction of the theoretical maximum amount of product (1.0 means a 100% yield; for example, 0.34 means a 34% yield). (1) The yield is 0.510. The reactants are Br[CH:2]1[CH2:10][CH2:9][C:8]2[NH:7][N:6]=[CH:5][C:4]=2[C:3]1=O.[N:12]1[CH:17]=[CH:16][CH:15]=[CH:14][C:13]=1[NH:18][C:19]([NH2:21])=[S:20].CCOC(C)=O.CO. The product is [N:12]1[CH:17]=[CH:16][CH:15]=[CH:14][C:13]=1[NH:18][C:19]1[S:20][C:2]2[CH2:10][CH2:9][C:8]3[NH:7][N:6]=[CH:5][C:4]=3[C:3]=2[N:21]=1. The catalyst is CC(C)=O. (2) The reactants are Cl[C:2]1[N:7]=[C:6]([N:8]2[CH2:13][CH2:12][CH:11]([CH3:14])[CH2:10][CH2:9]2)[CH:5]=[CH:4][N:3]=1.[NH2:15][C:16]1[NH:17][N:18]=[C:19]([CH3:21])[CH:20]=1.C(=O)([O-])[O-].[K+].[K+]. The catalyst is C(O)CCC. The product is [CH3:14][CH:11]1[CH2:12][CH2:13][N:8]([C:6]2[CH:5]=[CH:4][N:3]=[C:2]([NH:15][C:16]3[NH:17][N:18]=[C:19]([CH3:21])[CH:20]=3)[N:7]=2)[CH2:9][CH2:10]1. The yield is 0.500. (3) The reactants are Br[C:2]1[CH:7]=[CH:6][C:5]([CH:8]([OH:13])[C:9]([F:12])([F:11])[F:10])=[CH:4][CH:3]=1.[C:14]1([CH3:23])[CH:19]=[CH:18][CH:17]=[C:16](B(O)O)[CH:15]=1.C([O-])([O-])=O.[Na+].[Na+].C(C#N)(C)=O. The catalyst is Cl[Pd](Cl)([P](C1C=CC=CC=1)(C1C=CC=CC=1)C1C=CC=CC=1)[P](C1C=CC=CC=1)(C1C=CC=CC=1)C1C=CC=CC=1.C(Cl)Cl.O. The product is [F:10][C:9]([F:12])([F:11])[CH:8]([C:5]1[CH:6]=[CH:7][CH:2]=[CH:3][C:4]=1[C:16]1[CH:17]=[CH:18][CH:19]=[C:14]([CH3:23])[CH:15]=1)[OH:13]. The yield is 0.790. (4) The reactants are [CH:1]1([CH:4]=O)[CH2:3][CH2:2]1.N1CCCCC1.[NH2:12][C:13]1[N:18]=[CH:17][N:16]=[C:15]2[N:19]([CH2:37][C@H:38]3[CH2:42][CH2:41][CH2:40][N:39]3[C:43](=[O:47])[CH2:44][C:45]#[N:46])[N:20]=[C:21]([C:22]3[CH:27]=[CH:26][C:25]([O:28][C:29]4[CH:34]=[C:33]([F:35])[CH:32]=[C:31]([F:36])[CH:30]=4)=[CH:24][CH:23]=3)[C:14]=12. The catalyst is CO. The product is [NH2:12][C:13]1[N:18]=[CH:17][N:16]=[C:15]2[N:19]([CH2:37][C@H:38]3[CH2:42][CH2:41][CH2:40][N:39]3[C:43]([C:44](=[CH:4][CH:1]3[CH2:2][CH2:3]3)[C:45]#[N:46])=[O:47])[N:20]=[C:21]([C:22]3[CH:27]=[CH:26][C:25]([O:28][C:29]4[CH:30]=[C:31]([F:36])[CH:32]=[C:33]([F:35])[CH:34]=4)=[CH:24][CH:23]=3)[C:14]=12. The yield is 0.450. (5) The reactants are [CH:1]1([CH2:4][O:5][C:6]2[C:7]([OH:24])=[C:8]([C:14]3[CH:22]=[CH:21][CH:20]=[C:19]4[C:15]=3[CH2:16][CH2:17][C:18]4=[O:23])[CH:9]=[CH:10][C:11]=2[O:12][CH3:13])[CH2:3][CH2:2]1.C(=O)([O-])[O-].[K+].[K+].Br[CH2:32][C:33]1([CH2:37][O:38][CH3:39])[CH2:36][O:35][CH2:34]1. The catalyst is C(#N)C. The product is [CH:1]1([CH2:4][O:5][C:6]2[C:7]([O:24][CH2:32][C:33]3([CH2:37][O:38][CH3:39])[CH2:36][O:35][CH2:34]3)=[C:8]([C:14]3[CH:22]=[CH:21][CH:20]=[C:19]4[C:15]=3[CH2:16][CH2:17][C:18]4=[O:23])[CH:9]=[CH:10][C:11]=2[O:12][CH3:13])[CH2:3][CH2:2]1. The yield is 0.230.